This data is from Full USPTO retrosynthesis dataset with 1.9M reactions from patents (1976-2016). The task is: Predict the reactants needed to synthesize the given product. Given the product [Br:12][C:13]1[CH:14]=[CH:15][C:16]([C:19]([F:20])([F:21])[F:22])=[CH:17][C:18]=1[N:7]1[CH:11]=[CH:10][N:9]=[CH:8]1, predict the reactants needed to synthesize it. The reactants are: CC(C)([O-])C.[K+].[NH:7]1[CH:11]=[CH:10][N:9]=[CH:8]1.[Br:12][C:13]1[CH:18]=[CH:17][C:16]([C:19]([F:22])([F:21])[F:20])=[CH:15][C:14]=1F.O1CCOCC1.